Dataset: Full USPTO retrosynthesis dataset with 1.9M reactions from patents (1976-2016). Task: Predict the reactants needed to synthesize the given product. (1) Given the product [Br:1][C:2]1[CH:3]=[C:4]([CH:9]([F:11])[F:10])[C:5]([O:8][Si:16]([C:12]([CH3:15])([CH3:14])[CH3:13])([CH3:19])[CH3:18])=[N:6][CH:7]=1, predict the reactants needed to synthesize it. The reactants are: [Br:1][C:2]1[CH:3]=[C:4]([CH:9]([F:11])[F:10])[C:5](=[O:8])[NH:6][CH:7]=1.[C:12]([Si:16]([CH3:19])([CH3:18])Cl)([CH3:15])([CH3:14])[CH3:13]. (2) Given the product [F:1][C:2]1[CH:10]=[C:9]2[C:5]([C:6]([CH3:28])=[CH:7][N:8]2[S:11]([C:14]2[CH:19]=[CH:18][C:17]([O:20][CH3:21])=[C:16]([N:22]3[CH2:23][CH2:24][N:25]([CH3:29])[CH2:26][CH2:27]3)[CH:15]=2)(=[O:13])=[O:12])=[CH:4][CH:3]=1, predict the reactants needed to synthesize it. The reactants are: [F:1][C:2]1[CH:10]=[C:9]2[C:5]([C:6]([CH3:28])=[CH:7][N:8]2[S:11]([C:14]2[CH:19]=[CH:18][C:17]([O:20][CH3:21])=[C:16]([N:22]3[CH2:27][CH2:26][NH:25][CH2:24][CH2:23]3)[CH:15]=2)(=[O:13])=[O:12])=[CH:4][CH:3]=1.[C:29]([BH3-])#N.[Na+].C=O.